From a dataset of NCI-60 drug combinations with 297,098 pairs across 59 cell lines. Regression. Given two drug SMILES strings and cell line genomic features, predict the synergy score measuring deviation from expected non-interaction effect. (1) Drug 1: C1CCC(C(C1)N)N.C(=O)(C(=O)[O-])[O-].[Pt+4]. Drug 2: C(CCl)NC(=O)N(CCCl)N=O. Cell line: SN12C. Synergy scores: CSS=18.0, Synergy_ZIP=-0.208, Synergy_Bliss=5.20, Synergy_Loewe=-7.25, Synergy_HSA=4.35. (2) Drug 1: C1CCN(CC1)CCOC2=CC=C(C=C2)C(=O)C3=C(SC4=C3C=CC(=C4)O)C5=CC=C(C=C5)O. Drug 2: C1=NC2=C(N=C(N=C2N1C3C(C(C(O3)CO)O)F)Cl)N. Cell line: OVCAR-5. Synergy scores: CSS=12.4, Synergy_ZIP=-3.81, Synergy_Bliss=2.78, Synergy_Loewe=-10.9, Synergy_HSA=-0.337. (3) Drug 1: CNC(=O)C1=NC=CC(=C1)OC2=CC=C(C=C2)NC(=O)NC3=CC(=C(C=C3)Cl)C(F)(F)F. Synergy scores: CSS=1.13, Synergy_ZIP=-2.19, Synergy_Bliss=-6.01, Synergy_Loewe=-7.60, Synergy_HSA=-7.74. Cell line: TK-10. Drug 2: C(CC(=O)O)C(=O)CN.Cl. (4) Drug 1: CN1C(=O)N2C=NC(=C2N=N1)C(=O)N. Drug 2: C1CCC(C(C1)N)N.C(=O)(C(=O)[O-])[O-].[Pt+4]. Cell line: CCRF-CEM. Synergy scores: CSS=45.0, Synergy_ZIP=-2.08, Synergy_Bliss=-2.86, Synergy_Loewe=-37.1, Synergy_HSA=-2.05. (5) Cell line: RPMI-8226. Drug 2: C1=NC2=C(N1)C(=S)N=CN2. Drug 1: CC(C1=C(C=CC(=C1Cl)F)Cl)OC2=C(N=CC(=C2)C3=CN(N=C3)C4CCNCC4)N. Synergy scores: CSS=37.3, Synergy_ZIP=0.893, Synergy_Bliss=0.634, Synergy_Loewe=-23.4, Synergy_HSA=-3.19.